Dataset: Catalyst prediction with 721,799 reactions and 888 catalyst types from USPTO. Task: Predict which catalyst facilitates the given reaction. (1) Reactant: [Na].[CH3:2][O:3][CH:4]([O:12]C)[C:5](=[CH:10]O)[C:6](OC)=O.C(O)C.O.[NH2:18][NH2:19]. Product: [CH3:2][O:3][C:4]([C:5]1[CH:10]=[N:18][NH:19][CH:6]=1)=[O:12]. The catalyst class is: 6. (2) Reactant: [CH2:1]([NH:8][C:9](=[O:19])[C@H:10]([NH:13][C:14]([O:16][CH2:17][CH3:18])=[O:15])[CH2:11][OH:12])[C:2]1[CH:7]=[CH:6][CH:5]=[CH:4][CH:3]=1.[C:20](OCC)(=O)C.S(OC)(OC)(=O)=O.[OH-].[K+]. Product: [CH2:1]([NH:8][C:9](=[O:19])[C@H:10]([NH:13][C:14]([O:16][CH2:17][CH3:18])=[O:15])[CH2:11][O:12][CH3:20])[C:2]1[CH:7]=[CH:6][CH:5]=[CH:4][CH:3]=1. The catalyst class is: 568. (3) Reactant: [CH2:1]([O:3][C:4]1[CH:14]=[CH:13][CH:12]=[CH:11][C:5]=1[C:6](OCC)=[O:7])[CH3:2].O.[NH2:16][NH2:17]. Product: [CH2:1]([O:3][C:4]1[CH:14]=[CH:13][CH:12]=[CH:11][C:5]=1[C:6]([NH:16][NH2:17])=[O:7])[CH3:2]. The catalyst class is: 8. (4) Reactant: [NH2:1][C:2]1[CH:7]=[C:6]([C:8]2[CH:13]=[CH:12][CH:11]=[CH:10][C:9]=2[C:14]([F:17])([F:16])[F:15])[N:5]=[C:4]([Cl:18])[C:3]=1[NH:19][C:20]([C:22]1[O:26][N:25]=[C:24]([C:27]([CH3:30])([CH3:29])[CH3:28])[CH:23]=1)=O.O. Product: [C:27]([C:24]1[CH:23]=[C:22]([C:20]2[NH:19][C:3]3[C:4]([Cl:18])=[N:5][C:6]([C:8]4[CH:13]=[CH:12][CH:11]=[CH:10][C:9]=4[C:14]([F:17])([F:16])[F:15])=[CH:7][C:2]=3[N:1]=2)[O:26][N:25]=1)([CH3:30])([CH3:29])[CH3:28]. The catalyst class is: 52. (5) Reactant: [H-].[Na+].[CH3:3][S:4]([C:7]1[NH:15][C:10]2=[N:11][CH:12]=[CH:13][CH:14]=[C:9]2[N:8]=1)(=[O:6])=[O:5].Cl[CH2:17][O:18][CH2:19][CH2:20][Si:21]([CH3:24])([CH3:23])[CH3:22].[Cl-].[Cl-].[Ca+2]. Product: [CH3:3][S:4]([C:7]1[N:8]([CH2:17][O:18][CH2:19][CH2:20][Si:21]([CH3:24])([CH3:23])[CH3:22])[C:9]2[C:10]([N:15]=1)=[N:11][CH:12]=[CH:13][CH:14]=2)(=[O:5])=[O:6]. The catalyst class is: 121.